Dataset: Full USPTO retrosynthesis dataset with 1.9M reactions from patents (1976-2016). Task: Predict the reactants needed to synthesize the given product. Given the product [CH3:1][S:2]([C:5]1[CH:6]=[CH:7][C:8]([O:9][C:10]2[CH:11]=[C:12]3[C:16](=[C:17]([O:19][CH2:20][CH:21]4[CH2:26][CH2:25][O:24][CH2:23][CH2:22]4)[CH:18]=2)[NH:15][C:14]([C:27]([OH:29])=[O:28])=[CH:13]3)=[CH:32][CH:33]=1)(=[O:3])=[O:4], predict the reactants needed to synthesize it. The reactants are: [CH3:1][S:2]([C:5]1[CH:33]=[CH:32][C:8]([O:9][C:10]2[CH:11]=[C:12]3[C:16](=[C:17]([O:19][CH2:20][CH:21]4[CH2:26][CH2:25][O:24][CH2:23][CH2:22]4)[CH:18]=2)[NH:15][C:14]([C:27]([O:29]CC)=[O:28])=[CH:13]3)=[CH:7][CH:6]=1)(=[O:4])=[O:3].